Dataset: Reaction yield outcomes from USPTO patents with 853,638 reactions. Task: Predict the reaction yield, written as a fraction of the theoretical maximum amount of product (1.0 means a 100% yield; for example, 0.34 means a 34% yield). (1) The reactants are [NH2:1][C:2]1[N:7]=[C:6]([S:8]([NH:11][C:12](=[O:30])[C:13]2[CH:18]=[CH:17][C:16](Cl)=[N:15][C:14]=2[O:20][C:21]2[C:26]([CH3:27])=[CH:25][C:24]([CH3:28])=[CH:23][C:22]=2[CH3:29])(=[O:10])=[O:9])[CH:5]=[CH:4][CH:3]=1.[CH2:31]([O:33][C:34]1[CH:35]=[C:36](B(O)O)[CH:37]=[C:38]([F:40])[CH:39]=1)[CH3:32].[O-]P([O-])([O-])=O.[K+].[K+].[K+]. The catalyst is C1C=CC([P]([Pd]([P](C2C=CC=CC=2)(C2C=CC=CC=2)C2C=CC=CC=2)([P](C2C=CC=CC=2)(C2C=CC=CC=2)C2C=CC=CC=2)[P](C2C=CC=CC=2)(C2C=CC=CC=2)C2C=CC=CC=2)(C2C=CC=CC=2)C2C=CC=CC=2)=CC=1.CN(C)C=O. The product is [NH2:1][C:2]1[N:7]=[C:6]([S:8]([NH:11][C:12]([C:13]2[C:14]([O:20][C:21]3[C:26]([CH3:27])=[CH:25][C:24]([CH3:28])=[CH:23][C:22]=3[CH3:29])=[N:15][C:16]([C:36]3[CH:37]=[C:38]([F:40])[CH:39]=[C:34]([O:33][CH2:31][CH3:32])[CH:35]=3)=[CH:17][CH:18]=2)=[O:30])(=[O:10])=[O:9])[CH:5]=[CH:4][CH:3]=1. The yield is 0.540. (2) The reactants are C(=O)([O-])[O-].[Na+].[Na+].CC1C=[CH:12][C:11]([CH:14]([C:20]2[CH:25]=[CH:24][C:23](C)=[CH:22][CH:21]=2)[C:15](=O)[CH:16]([CH3:18])[CH3:17])=[CH:10]C=1.[CH3:27]OCCOC.BrC1C=CC=CC=1I. The catalyst is CCOCC.C1C=CC([P]([Pd]([P](C2C=CC=CC=2)(C2C=CC=CC=2)C2C=CC=CC=2)([P](C2C=CC=CC=2)(C2C=CC=CC=2)C2C=CC=CC=2)[P](C2C=CC=CC=2)(C2C=CC=CC=2)C2C=CC=CC=2)(C2C=CC=CC=2)C2C=CC=CC=2)=CC=1.O.C(O)C. The product is [CH3:12][C:11]1[CH:10]=[CH:18][C:16]([CH3:17])=[CH:15][C:14]=1[C:20]1[CH:21]=[CH:22][CH:23]=[C:24]([CH3:27])[CH:25]=1. The yield is 0.790. (3) The reactants are Cl.[CH:2]12[CH2:11][CH:6]3[CH2:7][CH:8]([CH2:10][CH:4]([CH2:5]3)[CH:3]1[NH2:12])[CH2:9]2.[CH:13]1([C:18]([CH:20]2C(=O)OC(C)(C)[O:22][C:21]2=O)=[O:19])[CH2:17][CH2:16][CH2:15][CH2:14]1.C(N(C(C)C)C(C)C)C. The catalyst is C1(C)C=CC=CC=1.CCOC(C)=O. The product is [CH:2]12[CH2:11][CH:6]3[CH2:7][CH:8]([CH2:10][CH:4]([CH2:5]3)[CH:3]1[NH:12][C:21](=[O:22])[CH2:20][C:18]([CH:13]1[CH2:17][CH2:16][CH2:15][CH2:14]1)=[O:19])[CH2:9]2. The yield is 0.407. (4) The reactants are Cl.[C:2]1([N:8]([CH2:32][CH2:33][C:34]([O:36][CH2:37][CH2:38][CH3:39])=[O:35])[C:9]([C:11]2[CH:31]=[CH:30][C:14]3[N:15]([CH3:29])[C:16]([CH2:18][NH:19][C:20]4[CH:25]=[CH:24][C:23]([C:26](=[NH:28])[NH2:27])=[CH:22][CH:21]=4)=[N:17][C:13]=3[CH:12]=2)=[O:10])[CH:7]=[CH:6][CH:5]=[CH:4][CH:3]=1.Cl[C:41]([O:43][CH2:44][CH2:45][CH2:46][CH2:47][CH2:48][CH3:49])=[O:42]. The catalyst is ClCCl.C(O)C. The product is [C:2]1([N:8]([CH2:32][CH2:33][C:34]([O:36][CH2:37][CH2:38][CH3:39])=[O:35])[C:9]([C:11]2[CH:31]=[CH:30][C:14]3[N:15]([CH3:29])[C:16]([CH2:18][NH:19][C:20]4[CH:25]=[CH:24][C:23]([C:26](=[NH:27])[NH:28][C:41]([O:43][CH2:44][CH2:45][CH2:46][CH2:47][CH2:48][CH3:49])=[O:42])=[CH:22][CH:21]=4)=[N:17][C:13]=3[CH:12]=2)=[O:10])[CH:3]=[CH:4][CH:5]=[CH:6][CH:7]=1. The yield is 0.310. (5) The reactants are [NH2:1][C:2]1[O:3][C:4]([CH3:11])=[CH:5][C:6](=[O:10])[C:7]=1[C:8]#[N:9]. The catalyst is Cl. The product is [OH:3][C:2]1[N:1]=[C:4]([CH3:11])[CH:5]=[C:6]([OH:10])[C:7]=1[C:8]#[N:9]. The yield is 0.800. (6) The reactants are FC(F)(F)S(OS(C(F)(F)F)(=O)=O)(=O)=O.[Br:16][C:17]1[CH:18]=[C:19]([CH:24]=[C:25]([C:28](=[O:38])[CH2:29][C:30]([N:32]2[CH2:37][CH2:36][O:35][CH2:34][CH2:33]2)=[O:31])[C:26]=1O)[C:20]([O:22][CH3:23])=[O:21]. The catalyst is ClCCCl. The product is [Br:16][C:17]1[CH:18]=[C:19]([C:20]([O:22][CH3:23])=[O:21])[CH:24]=[C:25]2[C:26]=1[O:31][C:30]([N:32]1[CH2:37][CH2:36][O:35][CH2:34][CH2:33]1)=[CH:29][C:28]2=[O:38]. The yield is 0.500.